This data is from Peptide-MHC class I binding affinity with 185,985 pairs from IEDB/IMGT. The task is: Regression. Given a peptide amino acid sequence and an MHC pseudo amino acid sequence, predict their binding affinity value. This is MHC class I binding data. (1) The peptide sequence is GYRWMCLRR. The MHC is HLA-A02:03 with pseudo-sequence HLA-A02:03. The binding affinity (normalized) is 0. (2) The binding affinity (normalized) is 0.586. The MHC is HLA-A26:01 with pseudo-sequence HLA-A26:01. The peptide sequence is FIAQSKGLY. (3) The peptide sequence is PYYKRYISWCM. The MHC is Patr-A0901 with pseudo-sequence Patr-A0901. The binding affinity (normalized) is 0.307. (4) The peptide sequence is KRRRTPKKAKA. The MHC is Mamu-B03 with pseudo-sequence Mamu-B03. The binding affinity (normalized) is 0.415. (5) The peptide sequence is KGHLPLLDK. The MHC is HLA-A01:01 with pseudo-sequence HLA-A01:01. The binding affinity (normalized) is 0.0847. (6) The peptide sequence is YAMCLNTFV. The MHC is HLA-A02:01 with pseudo-sequence HLA-A02:01. The binding affinity (normalized) is 0.888. (7) The peptide sequence is LPFDRTTIM. The MHC is HLA-B07:02 with pseudo-sequence HLA-B07:02. The binding affinity (normalized) is 0.520. (8) The peptide sequence is TFDVAPSRL. The MHC is HLA-A31:01 with pseudo-sequence HLA-A31:01. The binding affinity (normalized) is 0.0847. (9) The peptide sequence is ESTINLLPY. The MHC is HLA-B39:01 with pseudo-sequence HLA-B39:01. The binding affinity (normalized) is 0.0847.